This data is from Peptide-MHC class I binding affinity with 185,985 pairs from IEDB/IMGT. The task is: Regression. Given a peptide amino acid sequence and an MHC pseudo amino acid sequence, predict their binding affinity value. This is MHC class I binding data. (1) The peptide sequence is GVKVRVWLF. The MHC is HLA-B46:01 with pseudo-sequence HLA-B46:01. The binding affinity (normalized) is 0.0847. (2) The peptide sequence is TIKRRIRQL. The MHC is HLA-B08:01 with pseudo-sequence HLA-B08:01. The binding affinity (normalized) is 0.661. (3) The peptide sequence is AIMDKNIML. The MHC is HLA-A68:02 with pseudo-sequence HLA-A68:02. The binding affinity (normalized) is 0.124.